Dataset: Reaction yield outcomes from USPTO patents with 853,638 reactions. Task: Predict the reaction yield, written as a fraction of the theoretical maximum amount of product (1.0 means a 100% yield; for example, 0.34 means a 34% yield). (1) The reactants are [NH2:1][CH:2]([C:19]1[CH:24]=[CH:23][C:22]([Cl:25])=[CH:21][CH:20]=1)[C:3]1[C:7]([C:8]#[N:9])=[C:6]([N:10]2[CH2:15][CH2:14][O:13][CH2:12][CH2:11]2)[S:5][C:4]=1[C:16]([OH:18])=O.Cl.O.ON1C2C=CC=CC=2N=N1.Cl.CN(C)CCCN=C=NCC.C(N(CC)C(C)C)(C)C. The catalyst is C(Cl)Cl.CO.C(Cl)Cl. The product is [Cl:25][C:22]1[CH:23]=[CH:24][C:19]([CH:2]2[NH:1][C:16](=[O:18])[C:4]3[S:5][C:6]([N:10]4[CH2:15][CH2:14][O:13][CH2:12][CH2:11]4)=[C:7]([C:8]#[N:9])[C:3]2=3)=[CH:20][CH:21]=1. The yield is 0.748. (2) The reactants are [CH:1]1([C:6]([OH:31])([CH2:21][C:22]2[O:23]C(C)(C)[O:25][C:26](=O)[CH:27]=2)[CH2:7][CH2:8][C:9]2[CH:14]=[CH:13][C:12]([C:15]3([C:18]#[N:19])[CH2:17][CH2:16]3)=[C:11]([F:20])[CH:10]=2)[CH2:5][CH2:4][CH2:3][CH2:2]1.[OH-].[Na+]. No catalyst specified. The product is [CH:1]1([C:6]2([CH2:7][CH2:8][C:9]3[CH:14]=[CH:13][C:12]([C:15]4([C:18]#[N:19])[CH2:16][CH2:17]4)=[C:11]([F:20])[CH:10]=3)[CH2:21][C:22](=[O:23])[CH2:27][C:26](=[O:25])[O:31]2)[CH2:5][CH2:4][CH2:3][CH2:2]1. The yield is 0.470.